This data is from Peptide-MHC class II binding affinity with 134,281 pairs from IEDB. The task is: Regression. Given a peptide amino acid sequence and an MHC pseudo amino acid sequence, predict their binding affinity value. This is MHC class II binding data. (1) The peptide sequence is AWVDSGAQLGELYYA. The MHC is DRB1_0405 with pseudo-sequence DRB1_0405. The binding affinity (normalized) is 0.0837. (2) The peptide sequence is VIPEGWKADTSYESK. The MHC is HLA-DPA10201-DPB10501 with pseudo-sequence HLA-DPA10201-DPB10501. The binding affinity (normalized) is 0. (3) The peptide sequence is AHATAGTTVYGAFAA. The MHC is HLA-DQA10102-DQB10602 with pseudo-sequence HLA-DQA10102-DQB10602. The binding affinity (normalized) is 0.844. (4) The peptide sequence is NAGFKAALAAAAGVP. The MHC is HLA-DQA10101-DQB10501 with pseudo-sequence HLA-DQA10101-DQB10501. The binding affinity (normalized) is 0.382. (5) The peptide sequence is PVGFFTALAVLIECH. The MHC is HLA-DPA10201-DPB10501 with pseudo-sequence HLA-DPA10201-DPB10501. The binding affinity (normalized) is 0.348. (6) The peptide sequence is PDYKYLMDEEVPA. The MHC is DRB1_1501 with pseudo-sequence DRB1_1501. The binding affinity (normalized) is 0.172.